From a dataset of Catalyst prediction with 721,799 reactions and 888 catalyst types from USPTO. Predict which catalyst facilitates the given reaction. (1) Reactant: [NH2:1][C:2]1[CH:3]=[C:4]([CH:8]=[C:9]([C:11]2[CH:16]=[C:15]([C:17]([F:20])([F:19])[F:18])[N:14]=[C:13]([O:21][CH3:22])[CH:12]=2)[CH:10]=1)[C:5]([OH:7])=[O:6].[CH3:23][O:24][C:25]1[N:30]=[C:29]([O:31][CH3:32])[C:28]([C:33]2[CH:42]=[C:41]3[C:36]([C:37](Cl)=[C:38]([C:43]([NH2:45])=[O:44])[CH:39]=[N:40]3)=[CH:35][CH:34]=2)=[CH:27][N:26]=1. Product: [NH2:45][C:43]([C:38]1[CH:39]=[N:40][C:41]2[C:36]([C:37]=1[NH:1][C:2]1[CH:3]=[C:4]([CH:8]=[C:9]([C:11]3[CH:16]=[C:15]([C:17]([F:18])([F:19])[F:20])[N:14]=[C:13]([O:21][CH3:22])[CH:12]=3)[CH:10]=1)[C:5]([OH:7])=[O:6])=[CH:35][CH:34]=[C:33]([C:28]1[C:29]([O:31][CH3:32])=[N:30][C:25]([O:24][CH3:23])=[N:26][CH:27]=1)[CH:42]=2)=[O:44]. The catalyst class is: 15. (2) The catalyst class is: 264. Reactant: C[O:2][C:3]1[CH:4]=[C:5]([C:9]2([CH:15]3C(=O)OC(C)(C)[O:17][C:16]3=[O:24])[CH2:14][CH2:13][CH2:12][CH2:11][CH2:10]2)[CH:6]=[CH:7][CH:8]=1.C1(OC)C(C(O)=O)=CC=CC=1.[OH-].[Na+].C(S)CCCCCCCCCCC. Product: [OH:2][C:3]1[CH:4]=[C:5]([C:9]2([CH2:15][C:16]([OH:24])=[O:17])[CH2:14][CH2:13][CH2:12][CH2:11][CH2:10]2)[CH:6]=[CH:7][CH:8]=1. (3) Reactant: FC1C=CC(S([N:11]2[CH2:16][CH2:15][N:14]([CH2:17][C:18]3[CH:28]=[C:27]([C:29]([F:32])([F:31])[F:30])[CH:26]=[CH:25][C:19]=3[O:20][CH2:21][C:22]([OH:24])=[O:23])[CH2:13][CH2:12]2)(=O)=O)=CC=1.CN(C(ON1N=NC2C=CC=NC1=2)=[N+](C)C)C.F[P-](F)(F)(F)(F)F.[C:57]1([CH2:63][C:64](O)=[O:65])[CH:62]=[CH:61][CH:60]=[CH:59][CH:58]=1.CO. Product: [C:57]1([CH2:63][C:64]([N:11]2[CH2:16][CH2:15][N:14]([CH2:17][C:18]3[CH:28]=[C:27]([C:29]([F:31])([F:32])[F:30])[CH:26]=[CH:25][C:19]=3[O:20][CH2:21][C:22]([OH:24])=[O:23])[CH2:13][CH2:12]2)=[O:65])[CH:62]=[CH:61][CH:60]=[CH:59][CH:58]=1. The catalyst class is: 37. (4) Reactant: [Br:1]N1C(=O)CCC1=O.[CH3:9][C@H:10]([O:14][C:15]1[N:23]=[C:22]2[C:18]([N:19]=[CH:20][N:21]2[CH:24]2[CH2:29][CH2:28][CH2:27][CH2:26][O:25]2)=[C:17]([NH2:30])[N:16]=1)[CH2:11][CH2:12][CH3:13]. Product: [Br:1][C:20]1[N:21]([CH:24]2[CH2:29][CH2:28][CH2:27][CH2:26][O:25]2)[C:22]2[C:18]([N:19]=1)=[C:17]([NH2:30])[N:16]=[C:15]([O:14][C@@H:10]([CH3:9])[CH2:11][CH2:12][CH3:13])[N:23]=2. The catalyst class is: 22. (5) Reactant: C(OC([N:8]1[CH2:12][CH2:11][CH2:10][C@@H:9]1[CH:13]=[O:14])=O)(C)(C)C.[CH:15]1([Mg]Cl)[CH2:17][CH2:16]1.C(=O)([O-])O.[Na+].ClCCl. Product: [CH:15]1([C@H:13]([CH:9]2[CH2:10][CH2:11][CH2:12][NH:8]2)[OH:14])[CH2:17][CH2:16]1. The catalyst class is: 7. (6) Reactant: CS(O[CH2:6][CH:7]1[O:11][C:10](=[O:12])[N:9]([C:13]2[CH:22]=[C:21]3[C:16]([CH:17]=[C:18]([C:24]4[CH:29]=[CH:28][CH:27]=[CH:26][C:25]=4[C:30]([F:33])([F:32])[F:31])[NH:19][C:20]3=[O:23])=[CH:15][CH:14]=2)[CH2:8]1)(=O)=O.[NH:34]1[CH2:39][CH2:38][O:37][CH2:36][CH2:35]1. Product: [N:34]1([CH2:6][CH:7]2[O:11][C:10](=[O:12])[N:9]([C:13]3[CH:22]=[C:21]4[C:16]([CH:17]=[C:18]([C:24]5[CH:29]=[CH:28][CH:27]=[CH:26][C:25]=5[C:30]([F:32])([F:31])[F:33])[NH:19][C:20]4=[O:23])=[CH:15][CH:14]=3)[CH2:8]2)[CH2:39][CH2:38][O:37][CH2:36][CH2:35]1. The catalyst class is: 10. (7) The catalyst class is: 1. Reactant: [H-].[Na+].C(OC([NH:10][C@H:11]1[CH2:16][CH2:15][C@@H:14]([CH2:17][OH:18])[CH2:13][CH2:12]1)=O)(C)(C)C.[CH2:19]1OCCOCCOCCOCCOC1.CI. Product: [CH3:19][O:18][CH2:17][C@@H:14]1[CH2:13][CH2:12][C@H:11]([NH2:10])[CH2:16][CH2:15]1. (8) The catalyst class is: 12. Reactant: [CH:1]1[C:15](=[O:16])[N:14]=[C:13]2[N:3]([C@@H:4]3[O:8][C@H:7]([CH2:9][OH:10])[C@@H:6]([OH:11])[C@@H:5]3[O:12]2)[CH:2]=1.C1C=CN=CC=1.[FH:23]. Product: [F:23][C@@H:5]1[C@H:6]([OH:11])[C@@H:7]([CH2:9][OH:10])[O:8][C@H:4]1[N:3]1[CH:2]=[CH:1][C:15](=[O:16])[NH:14][C:13]1=[O:12].